This data is from Full USPTO retrosynthesis dataset with 1.9M reactions from patents (1976-2016). The task is: Predict the reactants needed to synthesize the given product. (1) Given the product [CH3:31][O:32][C:2]1[CH:7]=[C:6]([CH2:8][N:9]2[CH2:14][CH2:13][CH2:12][C:11]3([CH2:19][CH2:18][N:17]([C:20]4[CH:29]=[N:28][C:27]5[C:22](=[CH:23][CH:24]=[CH:25][CH:26]=5)[N:21]=4)[CH2:16][CH2:15]3)[C:10]2=[O:30])[CH:5]=[CH:4][N:3]=1, predict the reactants needed to synthesize it. The reactants are: Br[C:2]1[CH:7]=[C:6]([CH2:8][N:9]2[CH2:14][CH2:13][CH2:12][C:11]3([CH2:19][CH2:18][N:17]([C:20]4[CH:29]=[N:28][C:27]5[C:22](=[CH:23][CH:24]=[CH:25][CH:26]=5)[N:21]=4)[CH2:16][CH2:15]3)[C:10]2=[O:30])[CH:5]=[CH:4][N:3]=1.[CH3:31][O-:32].[Na+]. (2) Given the product [CH:1]1[C:13]2[CH:12]([CH2:14][O:15][C:16]([NH:18][C@:19]34[CH2:55][CH2:54][C@@H:53]([CH:56]([CH3:59])[CH2:57][OH:58])[C@@H:20]3[C@@H:21]3[C@@:34]([CH3:37])([CH2:35][CH2:36]4)[C@@:33]4([CH3:38])[C@@H:24]([C@:25]5([CH3:52])[C@@H:30]([CH2:31][CH2:32]4)[C:29]([CH3:40])([CH3:39])[C:28]([C:41]4[CH:50]=[CH:49][C:44]([C:45]([O:47][CH3:48])=[O:46])=[C:43]([F:51])[CH:42]=4)=[CH:27][CH2:26]5)[CH2:23][CH2:22]3)=[O:17])[C:11]3[C:6](=[CH:7][CH:8]=[CH:9][CH:10]=3)[C:5]=2[CH:4]=[CH:3][CH:2]=1, predict the reactants needed to synthesize it. The reactants are: [CH:1]1[C:13]2[CH:12]([CH2:14][O:15][C:16]([NH:18][C@:19]34[CH2:55][CH2:54][C@@H:53]([CH:56]([CH3:59])[CH:57]=[O:58])[C@@H:20]3[C@@H:21]3[C@@:34]([CH3:37])([CH2:35][CH2:36]4)[C@@:33]4([CH3:38])[C@@H:24]([C@:25]5([CH3:52])[C@@H:30]([CH2:31][CH2:32]4)[C:29]([CH3:40])([CH3:39])[C:28]([C:41]4[CH:50]=[CH:49][C:44]([C:45]([O:47][CH3:48])=[O:46])=[C:43]([F:51])[CH:42]=4)=[CH:27][CH2:26]5)[CH2:23][CH2:22]3)=[O:17])[C:11]3[C:6](=[CH:7][CH:8]=[CH:9][CH:10]=3)[C:5]=2[CH:4]=[CH:3][CH:2]=1.[BH4-].[Na+]. (3) Given the product [Br:14][C:11]1[CH:12]=[CH:13][C:8]2[C:5]3[CH:6]=[CH:7][C:2]([Br:1])=[CH:3][C:4]=3[CH2:17][O:18][CH2:15][C:9]=2[CH:10]=1, predict the reactants needed to synthesize it. The reactants are: [Br:1][C:2]1[CH:7]=[CH:6][C:5]([C:8]2[CH:13]=[CH:12][C:11]([Br:14])=[CH:10][C:9]=2[CH2:15]O)=[C:4]([CH2:17][OH:18])[CH:3]=1.Br. (4) Given the product [Br:17][C:18]1[CH:19]=[C:20]([CH:23]=[C:24]([O:16][CH:14]([CH3:15])[CH2:13][O:12][CH3:11])[CH:25]=1)[C:21]#[N:22], predict the reactants needed to synthesize it. The reactants are: C[Si]([N-][Si](C)(C)C)(C)C.[Na+].[CH3:11][O:12][CH2:13][CH:14]([OH:16])[CH3:15].[Br:17][C:18]1[CH:19]=[C:20]([CH:23]=[C:24](F)[CH:25]=1)[C:21]#[N:22].O. (5) Given the product [CH3:1][O:2][C:3]([C:5]1[N:9]=[C:8]([C:10]2[CH:15]=[CH:14][C:13]([C:58]#[N:59])=[CH:12][N:11]=2)[N:7]([C:17]2[CH:18]=[N:19][C:20]([O:23][CH3:24])=[CH:21][CH:22]=2)[N:6]=1)=[O:4], predict the reactants needed to synthesize it. The reactants are: [CH3:1][O:2][C:3]([C:5]1[N:9]=[C:8]([C:10]2[CH:15]=[CH:14][C:13](O)=[CH:12][N:11]=2)[N:7]([C:17]2[CH:18]=[N:19][C:20]([O:23][CH3:24])=[CH:21][CH:22]=2)[N:6]=1)=[O:4].FC(F)(F)S(OS(C(F)(F)F)(=O)=O)(=O)=O.C(=O)([O-])O.[Na+].C([Sn]([C:58]#[N:59])(CCCC)CCCC)CCC.[F-].[K+]. (6) Given the product [F:33][C:2]([F:1])([F:32])[C:3]1[CH:4]=[C:5]([CH:25]=[C:26]([C:28]([F:31])([F:30])[F:29])[CH:27]=1)[C:6]([N:8]1[CH2:9][CH2:10][C:11]2([N:15]([C:16]3[CH:17]=[CH:18][CH:19]=[CH:20][CH:21]=3)[CH2:14][N:13]([CH2:4][CH2:5][CH2:6][OH:7])[C:12]2=[O:22])[CH2:23][CH2:24]1)=[O:7], predict the reactants needed to synthesize it. The reactants are: [F:1][C:2]([F:33])([F:32])[C:3]1[CH:4]=[C:5]([CH:25]=[C:26]([C:28]([F:31])([F:30])[F:29])[CH:27]=1)[C:6]([N:8]1[CH2:24][CH2:23][C:11]2([N:15]([C:16]3[CH:21]=[CH:20][CH:19]=[CH:18][CH:17]=3)[CH2:14][NH:13][C:12]2=[O:22])[CH2:10][CH2:9]1)=[O:7]. (7) The reactants are: C([O:3][C:4]([C@H:6]1[CH2:11][CH2:10][C@H:9]([N:12]2[CH:16]=[CH:15][CH:14]=[N:13]2)[CH2:8][CH2:7]1)=[O:5])C.[OH-].[Na+].Cl. Given the product [N:12]1([C@H:9]2[CH2:8][CH2:7][C@H:6]([C:4]([OH:5])=[O:3])[CH2:11][CH2:10]2)[CH:16]=[CH:15][CH:14]=[N:13]1, predict the reactants needed to synthesize it.